This data is from Reaction yield outcomes from USPTO patents with 853,638 reactions. The task is: Predict the reaction yield, written as a fraction of the theoretical maximum amount of product (1.0 means a 100% yield; for example, 0.34 means a 34% yield). (1) The reactants are [CH2:1]([NH:3][C:4]1[CH:5]=[C:6]([C:10]2[CH:15]=[CH:14][C:13]([CH:16]=[C:17]3[S:21][C:20](=[O:22])[NH:19][C:18]3=[O:23])=[CH:12][CH:11]=2)[CH:7]=[CH:8][CH:9]=1)[CH3:2].[C:24]1([N:30]=[C:31]=[O:32])[CH:29]=[CH:28][CH:27]=[CH:26][CH:25]=1. No catalyst specified. The product is [O:22]=[C:20]1[NH:19][C:18](=[O:23])[C:17](=[CH:16][C:13]2[CH:12]=[CH:11][C:10]([C:6]3[CH:7]=[CH:8][CH:9]=[C:4]([N:3]([CH2:1][CH3:2])[C:31]([NH:30][C:24]4[CH:29]=[CH:28][CH:27]=[CH:26][CH:25]=4)=[O:32])[CH:5]=3)=[CH:15][CH:14]=2)[S:21]1. The yield is 0.950. (2) The reactants are [NH2:1][C:2]1[C:11]([C:12]([NH:14][C:15]2[CH:16]=[N:17][CH:18]=[C:19]([F:34])[C:20]=2[N:21]2[CH2:26][CH2:25][CH:24]([C:27]([O:29]C(C)(C)C)=[O:28])[CH2:23][CH2:22]2)=[O:13])=[C:5]2[N:6]=[CH:7][C:8]([F:10])=[CH:9][N:4]2[N:3]=1.C([SiH](CC)CC)C.C(O)(C(F)(F)F)=O. The catalyst is C(Cl)Cl. The product is [NH2:1][C:2]1[C:11]([C:12]([NH:14][C:15]2[CH:16]=[N:17][CH:18]=[C:19]([F:34])[C:20]=2[N:21]2[CH2:22][CH2:23][CH:24]([C:27]([OH:29])=[O:28])[CH2:25][CH2:26]2)=[O:13])=[C:5]2[N:6]=[CH:7][C:8]([F:10])=[CH:9][N:4]2[N:3]=1. The yield is 0.960. (3) No catalyst specified. The yield is 0.300. The product is [CH2:24]([N:2]1[CH2:7][CH2:6][CH2:5][CH:4]([C:8]2[CH:9]=[CH:10][C:11]([O:12][C:13]3[CH:21]=[CH:20][C:16]([C:17]([NH2:19])=[O:18])=[CH:15][N:14]=3)=[CH:22][CH:23]=2)[CH2:3]1)[CH2:25][CH2:26][CH2:27][CH2:28][CH3:29]. The reactants are Cl.[NH:2]1[CH2:7][CH2:6][CH2:5][CH:4]([C:8]2[CH:23]=[CH:22][C:11]([O:12][C:13]3[CH:21]=[CH:20][C:16]([C:17]([NH2:19])=[O:18])=[CH:15][N:14]=3)=[CH:10][CH:9]=2)[CH2:3]1.[CH:24](=O)[CH2:25][CH2:26][CH2:27][CH2:28][CH3:29].[BH4-].[Na+].